This data is from Catalyst prediction with 721,799 reactions and 888 catalyst types from USPTO. The task is: Predict which catalyst facilitates the given reaction. (1) Reactant: [CH:1]1([CH2:6][CH:7]([C:11]2[CH:16]=[CH:15][C:14]([C:17]#[C:18][CH2:19][CH:20]([OH:22])[CH3:21])=[CH:13][CH:12]=2)[C:8]([OH:10])=O)[CH2:5][CH2:4][CH2:3][CH2:2]1.F[P-](F)(F)(F)(F)F.N1(O[P+](N(C)C)(N(C)C)N(C)C)C2C=CC=CC=2N=N1.C(N(CC)CC)C.[NH2:57][C:58]1[S:59][CH:60]=[CH:61][N:62]=1. Product: [CH:1]1([CH2:6][CH:7]([C:11]2[CH:16]=[CH:15][C:14]([C:17]#[C:18][CH2:19][CH:20]([OH:22])[CH3:21])=[CH:13][CH:12]=2)[C:8]([NH:57][C:58]2[S:59][CH:60]=[CH:61][N:62]=2)=[O:10])[CH2:2][CH2:3][CH2:4][CH2:5]1. The catalyst class is: 2. (2) Reactant: [Br:1][C:2]1[CH:8]=[CH:7][CH:6]=[CH:5][C:3]=1[NH2:4].[Br:9][C:10]1[CH:15]=[CH:14][CH:13]=[CH:12][C:11]=1I.C1C=CC(P(C2C(OC3C(P(C4C=CC=CC=4)C4C=CC=CC=4)=CC=CC=3)=CC=CC=2)C2C=CC=CC=2)=CC=1.CC([O-])(C)C.[Na+]. Product: [Br:1][C:2]1[CH:8]=[CH:7][CH:6]=[CH:5][C:3]=1[NH:4][C:11]1[CH:12]=[CH:13][CH:14]=[CH:15][C:10]=1[Br:9]. The catalyst class is: 718. (3) Reactant: [N:1]1([CH2:7][C:8]([N:10]2[CH2:15][CH2:14][CH:13](/[CH:16]=[CH:17]/[C:18]3[CH:26]=[CH:25][C:21]([C:22](O)=[O:23])=[CH:20][CH:19]=3)[CH2:12][CH2:11]2)=[O:9])[CH2:6][CH2:5][O:4][CH2:3][CH2:2]1.Cl.[CH2:28]([N:30]=[C:31]=NCCCN(C)C)C.ON1C2C=CC=CC=2N=N1.CNC. Product: [CH3:28][N:30]([CH3:31])[C:22](=[O:23])[C:21]1[CH:20]=[CH:19][C:18](/[CH:17]=[CH:16]/[CH:13]2[CH2:14][CH2:15][N:10]([C:8](=[O:9])[CH2:7][N:1]3[CH2:6][CH2:5][O:4][CH2:3][CH2:2]3)[CH2:11][CH2:12]2)=[CH:26][CH:25]=1. The catalyst class is: 10. (4) Reactant: Cl[C:2]1[C:11]2[C:6](=[CH:7][C:8]3[CH:15]=[C:14]([O:16][CH3:17])[C:13]([O:18][CH3:19])=[CH:12][C:9]=3[CH:10]=2)[N:5]=[CH:4][C:3]=1[C:20]#[N:21].[Cl:22][C:23]1[C:29]([O:30][CH3:31])=[CH:28][C:26]([NH2:27])=[C:25]([CH3:32])[CH:24]=1.Cl.N1C=CC=CC=1. Product: [Cl:22][C:23]1[C:29]([O:30][CH3:31])=[CH:28][C:26]([NH:27][C:2]2[C:11]3[C:6](=[CH:7][C:8]4[CH:15]=[C:14]([O:16][CH3:17])[C:13]([O:18][CH3:19])=[CH:12][C:9]=4[CH:10]=3)[N:5]=[CH:4][C:3]=2[C:20]#[N:21])=[C:25]([CH3:32])[CH:24]=1. The catalyst class is: 486. (5) Reactant: Br[CH2:2][CH2:3][N:4]1[CH:8]=[C:7]([C:9]([O:11][CH2:12][CH3:13])=[O:10])[CH:6]=[C:5]1[C:14]([O:16][CH2:17][CH3:18])=[O:15].[N-:19]=[N+:20]=[N-:21].[Na+]. Product: [N:19]([CH2:2][CH2:3][N:4]1[CH:8]=[C:7]([C:9]([O:11][CH2:12][CH3:13])=[O:10])[CH:6]=[C:5]1[C:14]([O:16][CH2:17][CH3:18])=[O:15])=[N+:20]=[N-:21]. The catalyst class is: 303.